Dataset: Full USPTO retrosynthesis dataset with 1.9M reactions from patents (1976-2016). Task: Predict the reactants needed to synthesize the given product. (1) Given the product [C:3]([O:7][C:8]([C@@H:10]([CH3:32])[C:11]([NH:13][CH2:14][C:15]1[CH:16]=[C:17]([C:21]2[N:25]([CH3:26])[N:24]=[CH:23][C:22]=2[C:27]([OH:29])=[O:28])[CH:18]=[CH:19][CH:20]=1)=[O:12])=[O:9])([CH3:6])([CH3:4])[CH3:5], predict the reactants needed to synthesize it. The reactants are: [OH-].[Na+].[C:3]([O:7][C:8]([C@@H:10]([CH3:32])[C:11]([NH:13][CH2:14][C:15]1[CH:16]=[C:17]([C:21]2[N:25]([CH3:26])[N:24]=[CH:23][C:22]=2[C:27]([O:29]CC)=[O:28])[CH:18]=[CH:19][CH:20]=1)=[O:12])=[O:9])([CH3:6])([CH3:5])[CH3:4]. (2) The reactants are: [CH3:1][O:2][C:3]1[C:12]2[C:7](=[CH:8][CH:9]=[CH:10][CH:11]=2)[C:6]([O:13][CH3:14])=[CH:5][C:4]=1[CH2:15][OH:16].[Li]CCCC.[CH3:22][S:23]SC.Cl. Given the product [CH3:1][O:2][C:3]1[C:12]2[C:7](=[CH:8][CH:9]=[CH:10][CH:11]=2)[C:6]([O:13][CH3:14])=[C:5]([S:23][CH3:22])[C:4]=1[CH2:15][OH:16], predict the reactants needed to synthesize it. (3) The reactants are: [NH2:1][C:2]1[C:7]([CH:8]=[O:9])=[C:6](Cl)[N:5]=[C:4]([Cl:11])[CH:3]=1.[CH:12]1(B(O)O)[CH2:14][CH2:13]1.C1(P(C2CCCCC2)C2CCCCC2)CCCCC1.P([O-])([O-])([O-])=O.[K+].[K+].[K+]. Given the product [NH2:1][C:2]1[C:7]([CH:8]=[O:9])=[C:6]([CH:12]2[CH2:14][CH2:13]2)[N:5]=[C:4]([Cl:11])[CH:3]=1, predict the reactants needed to synthesize it. (4) Given the product [CH:1]1[C:10]2[C:5](=[C:6]([C:11]3[S:16][C:15]([NH2:17])=[N:14][N:13]=3)[CH:7]=[CH:8][CH:9]=2)[CH:4]=[N:3][N:2]=1, predict the reactants needed to synthesize it. The reactants are: [CH:1]1[C:10]2[CH:9]=[CH:8][CH:7]=[C:6]([C:11]([NH:13][NH:14][C:15]([NH2:17])=[S:16])=O)[C:5]=2[CH:4]=[N:3][N:2]=1.S(=O)(=O)(O)O.N. (5) Given the product [CH3:1][O:2][C:3](=[O:27])[C@@H:4]([NH:18][C:19](=[O:26])[C:20]1[CH:25]=[CH:24][CH:23]=[CH:22][CH:21]=1)[CH2:5][C:6]1[CH2:10][CH2:9][CH2:8][C:7]=1[O:11][C:12]1[CH:13]=[CH:14][CH:15]=[CH:16][CH:17]=1, predict the reactants needed to synthesize it. The reactants are: [CH3:1][O:2][C:3](=[O:27])/[C:4](/[NH:18][C:19](=[O:26])[C:20]1[CH:25]=[CH:24][CH:23]=[CH:22][CH:21]=1)=[CH:5]/[C:6]1[CH2:10][CH2:9][CH2:8][C:7]=1[O:11][C:12]1[CH:17]=[CH:16][CH:15]=[CH:14][CH:13]=1.[H][H]. (6) Given the product [CH3:36][O:1][CH:2]1[CH2:3][CH2:4][N:5]([C:8]2[CH:13]=[CH:12][N:11]3[N:14]=[C:15]([C:27]4[CH:28]=[CH:29][CH:30]=[CH:31][CH:32]=4)[C:16]([C:17]4[CH:18]=[CH:19][C:20](=[O:26])[N:21]([CH:23]([CH3:25])[CH3:24])[N:22]=4)=[C:10]3[CH:9]=2)[CH2:6][CH2:7]1, predict the reactants needed to synthesize it. The reactants are: [OH:1][CH:2]1[CH2:7][CH2:6][N:5]([C:8]2[CH:13]=[CH:12][N:11]3[N:14]=[C:15]([C:27]4[CH:32]=[CH:31][CH:30]=[CH:29][CH:28]=4)[C:16]([C:17]4[CH:18]=[CH:19][C:20](=[O:26])[N:21]([CH:23]([CH3:25])[CH3:24])[N:22]=4)=[C:10]3[CH:9]=2)[CH2:4][CH2:3]1.[H-].[Na+].I[CH3:36].